This data is from Forward reaction prediction with 1.9M reactions from USPTO patents (1976-2016). The task is: Predict the product of the given reaction. (1) Given the reactants [C:1]([C:5]1[CH:6]=[C:7]([NH:11][C:12]([NH:14][C:15]2[CH:20]=[CH:19][C:18]([O:21][CH:22]3[CH2:27][CH2:26][NH:25][CH2:24][CH2:23]3)=[CH:17][CH:16]=2)=[O:13])[N:8]([CH3:10])[N:9]=1)([CH3:4])([CH3:3])[CH3:2].ON1C2C=CC=CC=2N=N1.[C:38](O)(=[O:45])[C:39]1[CH:44]=[CH:43][CH:42]=[CH:41][CH:40]=1.C1CCC(N=C=NC2CCCCC2)CC1, predict the reaction product. The product is: [C:1]([C:5]1[CH:6]=[C:7]([NH:11][C:12]([NH:14][C:15]2[CH:20]=[CH:19][C:18]([O:21][CH:22]3[CH2:27][CH2:26][N:25]([C:38](=[O:45])[C:39]4[CH:44]=[CH:43][CH:42]=[CH:41][CH:40]=4)[CH2:24][CH2:23]3)=[CH:17][CH:16]=2)=[O:13])[N:8]([CH3:10])[N:9]=1)([CH3:4])([CH3:2])[CH3:3]. (2) Given the reactants [Cl:1][C:2]1[CH:7]=[CH:6][C:5](I)=[CH:4][CH:3]=1.[CH3:9][O:10][C:11](=[O:36])[C:12]1[CH:17]=[CH:16][CH:15]=[C:14]([CH2:18][N:19]([C:30]2[CH:35]=[CH:34][CH:33]=[CH:32][CH:31]=2)[C:20](=[O:29])[C:21]#[C:22][C:23]2[CH:28]=[CH:27][CH:26]=[CH:25][CH:24]=2)[CH:13]=1, predict the reaction product. The product is: [CH3:9][O:10][C:11](=[O:36])[C:12]1[CH:17]=[CH:16][CH:15]=[C:14]([CH2:18][N:19]2[C:30]3[C:35](=[CH:34][CH:33]=[CH:32][CH:31]=3)/[C:21](=[C:22](/[C:5]3[CH:6]=[CH:7][C:2]([Cl:1])=[CH:3][CH:4]=3)\[C:23]3[CH:24]=[CH:25][CH:26]=[CH:27][CH:28]=3)/[C:20]2=[O:29])[CH:13]=1.